This data is from Forward reaction prediction with 1.9M reactions from USPTO patents (1976-2016). The task is: Predict the product of the given reaction. (1) Given the reactants [CH3:1][N:2]1[C:6]2[CH:7]=[CH:8][CH:9]=[CH:10][C:5]=2[N:4]=[C:3]1[NH:11][C:12]1[CH:26]=[CH:25][C:15]([O:16][C:17]2[N:24]=[CH:23][CH:22]=[CH:21][C:18]=2[CH:19]=O)=[CH:14][CH:13]=1.[NH:27]1[CH2:32][CH2:31][O:30][CH2:29][CH2:28]1.C(O[BH-](OC(=O)C)OC(=O)C)(=O)C.[Na+], predict the reaction product. The product is: [CH3:1][N:2]1[C:6]2[CH:7]=[CH:8][CH:9]=[CH:10][C:5]=2[N:4]=[C:3]1[NH:11][C:12]1[CH:13]=[CH:14][C:15]([O:16][C:17]2[C:18]([CH2:19][N:27]3[CH2:32][CH2:31][O:30][CH2:29][CH2:28]3)=[CH:21][CH:22]=[CH:23][N:24]=2)=[CH:25][CH:26]=1. (2) Given the reactants [Cl:1][C:2]1[C:6]([CH3:7])=[CH:5][S:4][C:3]=1[C:8]([O:10]C)=[O:9].C1C(=O)N(Br)C(=O)C1.C(OOC(=O)C1C=CC=CC=1)(=O)C1C=CC=CC=1.[CH3:38][N:39]1[CH2:44][CH2:43][NH:42][CH2:41][CH2:40]1.[Li+].[OH-].Cl, predict the reaction product. The product is: [Cl:1][C:2]1[C:6]([CH2:7][N:42]2[CH2:43][CH2:44][N:39]([CH3:38])[CH2:40][CH2:41]2)=[CH:5][S:4][C:3]=1[C:8]([OH:10])=[O:9]. (3) Given the reactants O=C1CCC(=O)N1O[C:9](=[O:27])[C:10]1[CH:15]=[CH:14][C:13]([O:16][C:17](=[O:26])[N:18]([CH3:25])[C:19]2[CH:24]=[CH:23][CH:22]=[CH:21][CH:20]=2)=[CH:12][CH:11]=1.[NH2:28][CH2:29][CH2:30][C:31]1[CH:36]=[CH:35][CH:34]=[CH:33][N:32]=1, predict the reaction product. The product is: [N:32]1[CH:33]=[CH:34][CH:35]=[CH:36][C:31]=1[CH2:30][CH2:29][NH:28][C:9]([C:10]1[CH:11]=[CH:12][C:13]([O:16][C:17](=[O:26])[N:18]([CH3:25])[C:19]2[CH:20]=[CH:21][CH:22]=[CH:23][CH:24]=2)=[CH:14][CH:15]=1)=[O:27]. (4) Given the reactants [CH3:1][C:2]1[CH:7]=[C:6]([CH3:8])[CH:5]=[C:4]([CH3:9])[C:3]=1[C:10]1[CH:15]=[CH:14][CH:13]=[CH:12][C:11]=1[CH3:16].[Br-:17].[Li+].[B-](F)(F)(F)F.[B-](F)(F)(F)F.C1[N+]2(CCl)CC[N+](F)(CC2)C1, predict the reaction product. The product is: [Br:17][C:7]1[C:2]([CH3:1])=[C:3]([C:10]2[CH:15]=[CH:14][CH:13]=[CH:12][C:11]=2[CH3:16])[C:4]([CH3:9])=[CH:5][C:6]=1[CH3:8]. (5) Given the reactants [Cl:1][C:2]1[CH:7]=[CH:6][C:5]([C@H:8]2[C@H:13]([C:14]([OH:16])=O)[NH:12][C:11](=[O:17])[C:10]3[S:18][C:19]([C:21]4[CH:26]=[CH:25][N:24]=[C:23]([CH3:27])[CH:22]=4)=[CH:20][C:9]2=3)=[CH:4][CH:3]=1.[CH3:28][N:29](C(ON1N=NC2C=CC=NC1=2)=[N+](C)C)C.F[P-](F)(F)(F)(F)F.CN(C)C=O.CN.O1CCCC1.C(N(CC)C(C)C)(C)C, predict the reaction product. The product is: [Cl:1][C:2]1[CH:3]=[CH:4][C:5]([C@H:8]2[C@H:13]([C:14]([NH:29][CH3:28])=[O:16])[NH:12][C:11](=[O:17])[C:10]3[S:18][C:19]([C:21]4[CH:26]=[CH:25][N:24]=[C:23]([CH3:27])[CH:22]=4)=[CH:20][C:9]2=3)=[CH:6][CH:7]=1. (6) Given the reactants [Cl:1][C:2]1[CH:22]=[C:21]([C:23]2[CH2:28][CH2:27][C:26](=[O:29])[NH:25][N:24]=2)[CH:20]=[CH:19][C:3]=1[O:4][CH2:5][CH2:6][CH2:7][O:8][C:9]1[CH:14]=[CH:13][C:12]([O:15]C(=O)C)=[CH:11][CH:10]=1.O.[OH-].[Li+], predict the reaction product. The product is: [Cl:1][C:2]1[CH:22]=[C:21]([C:23]2[CH2:28][CH2:27][C:26](=[O:29])[NH:25][N:24]=2)[CH:20]=[CH:19][C:3]=1[O:4][CH2:5][CH2:6][CH2:7][O:8][C:9]1[CH:14]=[CH:13][C:12]([OH:15])=[CH:11][CH:10]=1. (7) Given the reactants Br[CH:2]([C:16]1[CH:21]=[CH:20][CH:19]=[CH:18][CH:17]=1)[C:3]([C:5]1[CH:6]=[CH:7][C:8]2[O:13][CH2:12][C:11](=[O:14])[NH:10][C:9]=2[CH:15]=1)=O.[NH2:22][N:23]1[CH:27]=[N:26][N:25]=[C:24]1[SH:28], predict the reaction product. The product is: [C:16]1([CH:2]2[S:28][C:24]3=[N:25][N:26]=[CH:27][N:23]3[N:22]=[C:3]2[C:5]2[CH:6]=[CH:7][C:8]3[O:13][CH2:12][C:11](=[O:14])[NH:10][C:9]=3[CH:15]=2)[CH:21]=[CH:20][CH:19]=[CH:18][CH:17]=1.